This data is from NCI-60 drug combinations with 297,098 pairs across 59 cell lines. The task is: Regression. Given two drug SMILES strings and cell line genomic features, predict the synergy score measuring deviation from expected non-interaction effect. (1) Drug 1: CCCS(=O)(=O)NC1=C(C(=C(C=C1)F)C(=O)C2=CNC3=C2C=C(C=N3)C4=CC=C(C=C4)Cl)F. Drug 2: C1=CC(=C2C(=C1NCCNCCO)C(=O)C3=C(C=CC(=C3C2=O)O)O)NCCNCCO. Cell line: COLO 205. Synergy scores: CSS=73.1, Synergy_ZIP=12.1, Synergy_Bliss=10.2, Synergy_Loewe=11.0, Synergy_HSA=14.6. (2) Drug 1: CC1=C2C(C(=O)C3(C(CC4C(C3C(C(C2(C)C)(CC1OC(=O)C(C(C5=CC=CC=C5)NC(=O)OC(C)(C)C)O)O)OC(=O)C6=CC=CC=C6)(CO4)OC(=O)C)O)C)O. Drug 2: C1=CC=C(C=C1)NC(=O)CCCCCCC(=O)NO. Cell line: U251. Synergy scores: CSS=20.4, Synergy_ZIP=-1.97, Synergy_Bliss=-1.71, Synergy_Loewe=-4.74, Synergy_HSA=-2.75. (3) Drug 1: C1CCC(C1)C(CC#N)N2C=C(C=N2)C3=C4C=CNC4=NC=N3. Drug 2: C1=CC(=CC=C1CCC2=CNC3=C2C(=O)NC(=N3)N)C(=O)NC(CCC(=O)O)C(=O)O. Cell line: HCT-15. Synergy scores: CSS=25.1, Synergy_ZIP=-3.00, Synergy_Bliss=-4.89, Synergy_Loewe=-37.3, Synergy_HSA=-5.62. (4) Drug 1: C1CCC(C1)C(CC#N)N2C=C(C=N2)C3=C4C=CNC4=NC=N3. Drug 2: CC1=C(C(=CC=C1)Cl)NC(=O)C2=CN=C(S2)NC3=CC(=NC(=N3)C)N4CCN(CC4)CCO. Cell line: SK-OV-3. Synergy scores: CSS=30.5, Synergy_ZIP=6.79, Synergy_Bliss=12.5, Synergy_Loewe=2.61, Synergy_HSA=13.8. (5) Synergy scores: CSS=-7.38, Synergy_ZIP=4.72, Synergy_Bliss=1.86, Synergy_Loewe=-3.10, Synergy_HSA=-4.29. Drug 1: CN(C)N=NC1=C(NC=N1)C(=O)N. Cell line: UACC-257. Drug 2: CCC(=C(C1=CC=CC=C1)C2=CC=C(C=C2)OCCN(C)C)C3=CC=CC=C3.C(C(=O)O)C(CC(=O)O)(C(=O)O)O. (6) Drug 1: C1=CC=C(C=C1)NC(=O)CCCCCCC(=O)NO. Drug 2: CC1C(C(CC(O1)OC2CC(CC3=C2C(=C4C(=C3O)C(=O)C5=CC=CC=C5C4=O)O)(C(=O)C)O)N)O. Cell line: HCT116. Synergy scores: CSS=49.0, Synergy_ZIP=7.15, Synergy_Bliss=9.21, Synergy_Loewe=-22.9, Synergy_HSA=9.21. (7) Drug 1: C1=CC(=CC=C1CCC2=CNC3=C2C(=O)NC(=N3)N)C(=O)NC(CCC(=O)O)C(=O)O. Drug 2: C1=CN(C(=O)N=C1N)C2C(C(C(O2)CO)O)O.Cl. Cell line: NCI-H460. Synergy scores: CSS=56.4, Synergy_ZIP=-1.03, Synergy_Bliss=-2.09, Synergy_Loewe=1.32, Synergy_HSA=3.92. (8) Drug 1: C1CN1C2=NC(=NC(=N2)N3CC3)N4CC4. Drug 2: C1C(C(OC1N2C=NC3=C2NC=NCC3O)CO)O. Cell line: K-562. Synergy scores: CSS=42.2, Synergy_ZIP=-0.576, Synergy_Bliss=-0.416, Synergy_Loewe=-4.08, Synergy_HSA=-0.398. (9) Drug 1: C1=NC2=C(N1)C(=S)N=CN2. Drug 2: B(C(CC(C)C)NC(=O)C(CC1=CC=CC=C1)NC(=O)C2=NC=CN=C2)(O)O. Cell line: K-562. Synergy scores: CSS=64.8, Synergy_ZIP=-3.15, Synergy_Bliss=-4.92, Synergy_Loewe=-10.7, Synergy_HSA=-4.35. (10) Drug 1: CCCCCOC(=O)NC1=NC(=O)N(C=C1F)C2C(C(C(O2)C)O)O. Drug 2: C1C(C(OC1N2C=NC(=NC2=O)N)CO)O. Cell line: MOLT-4. Synergy scores: CSS=41.7, Synergy_ZIP=4.38, Synergy_Bliss=2.14, Synergy_Loewe=-46.5, Synergy_HSA=-3.74.